From a dataset of Catalyst prediction with 721,799 reactions and 888 catalyst types from USPTO. Predict which catalyst facilitates the given reaction. (1) Reactant: [I-:1].[OH:2][C:3]1[CH:4]=[C:5]([C@@H:9]([N+:11]([CH3:21])([CH3:20])[C@H:12]([C:14]2[CH:19]=[CH:18][CH:17]=[CH:16][CH:15]=2)[CH3:13])[CH3:10])[CH:6]=[CH:7][CH:8]=1.C(#N)C.C(=O)([O-])[O-].[K+].[K+].[CH2:31]([N:33]([CH3:37])[C:34](Cl)=[O:35])[CH3:32]. Product: [I-:1].[CH2:31]([N:33]([CH3:37])[C:34]([O:2][C:3]1[CH:4]=[C:5]([C@@H:9]([N+:11]([CH3:21])([CH3:20])[C@H:12]([C:14]2[CH:19]=[CH:18][CH:17]=[CH:16][CH:15]=2)[CH3:13])[CH3:10])[CH:6]=[CH:7][CH:8]=1)=[O:35])[CH3:32]. The catalyst class is: 196. (2) Reactant: [CH3:1][N:2]([CH2:4][C:5]1[CH:6]=[C:7]([NH:11][C:12]([C@H:14]([NH:26][C:27]([N:29]2[CH2:34][CH2:33][N:32]([C:35]3[CH:40]=[CH:39][C:38]([F:41])=[CH:37][C:36]=3[CH:42]=[O:43])[CH2:31][CH2:30]2)=[O:28])[C@H:15]([C:17]2[C:25]3[C:20](=[CH:21][CH:22]=[CH:23][CH:24]=3)[NH:19][CH:18]=2)[CH3:16])=[O:13])[CH:8]=[CH:9][CH:10]=1)[CH3:3].C1(C)C=CC(S([CH2:53][N+:54]#[C-:55])(=O)=O)=CC=1.C(=O)([O-])[O-].[K+].[K+]. Product: [CH3:1][N:2]([CH2:4][C:5]1[CH:6]=[C:7]([NH:11][C:12]([C@H:14]([NH:26][C:27]([N:29]2[CH2:34][CH2:33][N:32]([C:35]3[CH:40]=[CH:39][C:38]([F:41])=[CH:37][C:36]=3[C:42]3[O:43][CH:55]=[N:54][CH:53]=3)[CH2:31][CH2:30]2)=[O:28])[C@H:15]([C:17]2[C:25]3[C:20](=[CH:21][CH:22]=[CH:23][CH:24]=3)[NH:19][CH:18]=2)[CH3:16])=[O:13])[CH:8]=[CH:9][CH:10]=1)[CH3:3]. The catalyst class is: 125. (3) Reactant: C(O)(C(F)(F)F)=O.C(OC([N:15]1[CH2:21][CH2:20][C:19]2[C:22]([CH2:27][S:28][C:29]3[S:30][CH:31]=[C:32]([CH3:34])[N:33]=3)=[C:23]([Cl:26])[CH:24]=[CH:25][C:18]=2[CH2:17][CH2:16]1)=O)(C)(C)C. Product: [Cl:26][C:23]1[CH:24]=[CH:25][C:18]2[CH2:17][CH2:16][NH:15][CH2:21][CH2:20][C:19]=2[C:22]=1[CH2:27][S:28][C:29]1[S:30][CH:31]=[C:32]([CH3:34])[N:33]=1. The catalyst class is: 2. (4) Reactant: [OH:1][CH2:2][CH:3]1[CH2:8][CH2:7][N:6]([C:9]([O:11][C:12]([CH3:15])([CH3:14])[CH3:13])=[O:10])[CH2:5][CH2:4]1.ClC(Cl)(O[C:20](=[O:26])OC(Cl)(Cl)Cl)Cl.[NH2:28][C:29]1[CH:34]=[CH:33][CH:32]=[CH:31][C:30]=1[C:35]1[S:36][CH:37]=[C:38]([C:40]([NH:42][CH3:43])=[O:41])[N:39]=1. The catalyst class is: 7. Product: [CH3:43][NH:42][C:40]([C:38]1[N:39]=[C:35]([C:30]2[CH:31]=[CH:32][CH:33]=[CH:34][C:29]=2[NH:28][C:20]([O:1][CH2:2][CH:3]2[CH2:8][CH2:7][N:6]([C:9]([O:11][C:12]([CH3:15])([CH3:14])[CH3:13])=[O:10])[CH2:5][CH2:4]2)=[O:26])[S:36][CH:37]=1)=[O:41]. (5) Reactant: [NH2:1][C:2]1[CH:11]=[C:10]([Br:12])[CH:9]=[C:8]([C:13]([F:16])([F:15])[F:14])[C:3]=1[C:4]([O:6][CH3:7])=[O:5].C1C(=O)N([Cl:24])C(=O)C1. Product: [NH2:1][C:2]1[C:3]([C:4]([O:6][CH3:7])=[O:5])=[C:8]([C:13]([F:16])([F:14])[F:15])[C:9]([Cl:24])=[C:10]([Br:12])[CH:11]=1. The catalyst class is: 32.